This data is from Forward reaction prediction with 1.9M reactions from USPTO patents (1976-2016). The task is: Predict the product of the given reaction. (1) Given the reactants Br[C:2]1[CH:19]=[CH:18][C:5]([C:6]([NH:8][C@@H:9]([C:12]2[CH:17]=[CH:16][CH:15]=[CH:14][CH:13]=2)[CH2:10][OH:11])=[O:7])=[C:4]([F:20])[CH:3]=1.[NH2:21][C:22]1[N:27]=[CH:26][C:25]([CH:28]2[CH2:33][CH2:32][N:31](C(OC(C)(C)C)=O)[CH2:30][CH2:29]2)=[CH:24][C:23]=1B1OC(C)(C)C(C)(C)O1.C(=O)([O-])[O-].[Na+].[Na+], predict the reaction product. The product is: [NH2:21][C:22]1[C:23]([C:2]2[CH:19]=[CH:18][C:5]([C:6]([NH:8][C@@H:9]([C:12]3[CH:17]=[CH:16][CH:15]=[CH:14][CH:13]=3)[CH2:10][OH:11])=[O:7])=[C:4]([F:20])[CH:3]=2)=[CH:24][C:25]([CH:28]2[CH2:33][CH2:32][NH:31][CH2:30][CH2:29]2)=[CH:26][N:27]=1. (2) Given the reactants Cl[CH2:2][C:3]([CH:5]1[C:11](=[O:12])[CH:10]2[CH2:13][CH:7]([CH2:8][CH2:9]2)[C:6]1=[O:14])=O.[Cl:15][C:16]1[CH:24]=[CH:23][C:19]([C:20]([NH2:22])=[S:21])=[CH:18][CH:17]=1, predict the reaction product. The product is: [Cl:15][C:16]1[CH:24]=[CH:23][C:19]([C:20]2[S:21][CH:2]=[C:3]([CH:5]3[C:11](=[O:12])[CH:10]4[CH2:13][CH:7]([CH2:8][CH2:9]4)[C:6]3=[O:14])[N:22]=2)=[CH:18][CH:17]=1. (3) Given the reactants Cl[C:2]([O:4][CH3:5])=[O:3].[Cl:6][C:7]1[C:8]([C:28]2[N:32]3[CH:33]=[CH:34][CH:35]=[CH:36][C:31]3=[N:30][CH:29]=2)=[N:9][C:10]([NH:13][C:14]2[CH:19]=[CH:18][C:17]([N:20]3[CH2:25][CH2:24][NH:23][CH2:22][CH2:21]3)=[CH:16][C:15]=2[O:26][CH3:27])=[N:11][CH:12]=1.C(N(CC)C(C)C)(C)C, predict the reaction product. The product is: [Cl:6][C:7]1[C:8]([C:28]2[N:32]3[CH:33]=[CH:34][CH:35]=[CH:36][C:31]3=[N:30][CH:29]=2)=[N:9][C:10]([NH:13][C:14]2[CH:19]=[CH:18][C:17]([N:20]3[CH2:21][CH2:22][N:23]([C:2]([O:4][CH3:5])=[O:3])[CH2:24][CH2:25]3)=[CH:16][C:15]=2[O:26][CH3:27])=[N:11][CH:12]=1. (4) Given the reactants Br[C:2]1[CH:3]=[N:4][C:5]([C:8]([OH:11])([CH3:10])[CH3:9])=[N:6][CH:7]=1.[B:12]1([B:12]2[O:16][C:15]([CH3:18])([CH3:17])[C:14]([CH3:20])([CH3:19])[O:13]2)[O:16][C:15]([CH3:18])([CH3:17])[C:14]([CH3:20])([CH3:19])[O:13]1.C([O-])(=O)C.[K+], predict the reaction product. The product is: [CH3:19][C:14]1([CH3:20])[C:15]([CH3:18])([CH3:17])[O:16][B:12]([C:2]2[CH:3]=[N:4][C:5]([C:8]([OH:11])([CH3:10])[CH3:9])=[N:6][CH:7]=2)[O:13]1.